Dataset: Full USPTO retrosynthesis dataset with 1.9M reactions from patents (1976-2016). Task: Predict the reactants needed to synthesize the given product. The reactants are: [C:1]1(=[O:8])[CH2:7][CH2:6][CH2:5][CH2:4][CH:3]=[CH:2]1.[Cl-].[Al+3].[Cl-].[Cl-].[CH:13]1[CH2:18][CH2:17][CH:16]=[CH:15][CH:14]=1. Given the product [CH:18]12[CH2:17][CH2:16][CH:15]([CH:7]3[C:1](=[O:8])[CH2:2][CH2:3][CH2:4][CH2:5][CH:6]31)[CH:14]=[CH:13]2, predict the reactants needed to synthesize it.